Predict the product of the given reaction. From a dataset of Forward reaction prediction with 1.9M reactions from USPTO patents (1976-2016). (1) Given the reactants O[CH2:2][C@@H:3]([NH2:8])[CH2:4][CH:5]([CH3:7])[CH3:6].[CH3:9][C:10]1[CH:15]=[C:14]([N+:16]([O-:18])=[O:17])[CH:13]=[CH:12][C:11]=1[N:19]=[C:20]=[S:21], predict the reaction product. The product is: [CH3:9][C:10]1[CH:15]=[C:14]([N+:16]([O-:18])=[O:17])[CH:13]=[CH:12][C:11]=1[N:19]=[C:20]1[NH:8][C@@H:3]([CH2:4][CH:5]([CH3:7])[CH3:6])[CH2:2][S:21]1. (2) Given the reactants [F-].C([N+](CCCC)(CCCC)CCCC)CCC.[Si]([O:26][CH2:27][C@H:28]([O:30][CH2:31][C@H:32]([O:43][C:44]1[N:49]=[CH:48][N:47]=[C:46]2[N:50]([C:53]3[C:58]([Cl:59])=[CH:57][CH:56]=[CH:55][N:54]=3)[N:51]=[CH:52][C:45]=12)[C:33]([NH:35][C:36]1[CH:41]=[CH:40][C:39]([Cl:42])=[CH:38][N:37]=1)=[O:34])[CH3:29])(C(C)(C)C)(C)C, predict the reaction product. The product is: [Cl:42][C:39]1[CH:40]=[CH:41][C:36]([NH:35][C:33](=[O:34])[C@@H:32]([O:43][C:44]2[N:49]=[CH:48][N:47]=[C:46]3[N:50]([C:53]4[C:58]([Cl:59])=[CH:57][CH:56]=[CH:55][N:54]=4)[N:51]=[CH:52][C:45]=23)[CH2:31][O:30][C@H:28]([CH3:29])[CH2:27][OH:26])=[N:37][CH:38]=1.